From a dataset of Catalyst prediction with 721,799 reactions and 888 catalyst types from USPTO. Predict which catalyst facilitates the given reaction. (1) Reactant: [CH2:1]([C:15]1[CH:20]=[CH:19][C:18]([S:21](Cl)(=[O:23])=[O:22])=[CH:17][CH:16]=1)[CH2:2][CH2:3][CH2:4][CH2:5][CH2:6][CH2:7][CH2:8][CH2:9][CH2:10][CH2:11][CH2:12][CH2:13][CH3:14].[S:25]1[CH:29]=[N:28][N:27]=[C:26]1[NH2:30].Cl. Product: [CH2:1]([C:15]1[CH:20]=[CH:19][C:18]([S:21]([NH:30][C:26]2[S:25][CH:29]=[N:28][N:27]=2)(=[O:23])=[O:22])=[CH:17][CH:16]=1)[CH2:2][CH2:3][CH2:4][CH2:5][CH2:6][CH2:7][CH2:8][CH2:9][CH2:10][CH2:11][CH2:12][CH2:13][CH3:14]. The catalyst class is: 17. (2) Reactant: C([Li])CCC.Br[C:7]1[CH:8]=[N:9][CH:10]=[C:11]([C:13]2[CH:17]=[C:16]([O:18][C:19]3[CH:24]=[CH:23][C:22]([C:25]([F:28])([F:27])[F:26])=[CH:21][CH:20]=3)[N:15]([CH2:29][CH3:30])[N:14]=2)[CH:12]=1.[CH3:31][C:32]([S:35]([N:37]=[C:38]1[CH2:41][O:40][CH2:39]1)=[O:36])([CH3:34])[CH3:33]. Product: [CH2:29]([N:15]1[C:16]([O:18][C:19]2[CH:24]=[CH:23][C:22]([C:25]([F:28])([F:27])[F:26])=[CH:21][CH:20]=2)=[CH:17][C:13]([C:11]2[CH:12]=[C:7]([C:38]3([NH:37][S:35]([C:32]([CH3:34])([CH3:33])[CH3:31])=[O:36])[CH2:41][O:40][CH2:39]3)[CH:8]=[N:9][CH:10]=2)=[N:14]1)[CH3:30]. The catalyst class is: 7.